Dataset: Reaction yield outcomes from USPTO patents with 853,638 reactions. Task: Predict the reaction yield, written as a fraction of the theoretical maximum amount of product (1.0 means a 100% yield; for example, 0.34 means a 34% yield). (1) The reactants are O.C1(C)C=CC(S(O)(=O)=O)=CC=1.CC1C=CC(S(O)(=O)=O)=CC=1.Cl[C:25]1[N:33]=[C:32]2[C:28]([N:29]([CH3:41])[C:30](=[O:40])[N:31]2[CH:34]2[CH2:39][CH2:38][NH:37][CH2:36][CH2:35]2)=[CH:27][N:26]=1.[CH3:42][O:43][C:44]1[CH:50]=[C:49]([N:51]2[CH2:56][CH2:55][N:54]([CH3:57])[CH2:53][CH2:52]2)[CH:48]=[CH:47][C:45]=1[NH2:46]. The catalyst is CC(C)CC(O)C. The product is [CH3:42][O:43][C:44]1[CH:50]=[C:49]([N:51]2[CH2:52][CH2:53][N:54]([CH3:57])[CH2:55][CH2:56]2)[CH:48]=[CH:47][C:45]=1[NH:46][C:25]1[N:33]=[C:32]2[C:28]([N:29]([CH3:41])[C:30](=[O:40])[N:31]2[CH:34]2[CH2:39][CH2:38][NH:37][CH2:36][CH2:35]2)=[CH:27][N:26]=1. The yield is 0.570. (2) The reactants are [Cl:1][C:2]1[CH:7]=[C:6]([N+:8]([O-])=O)[CH:5]=[C:4]([F:11])[C:3]=1[F:12].C(O)(=O)C. The catalyst is [Fe].CO. The product is [Cl:1][C:2]1[CH:7]=[C:6]([CH:5]=[C:4]([F:11])[C:3]=1[F:12])[NH2:8]. The yield is 1.00. (3) The reactants are [NH2:1][C:2]1[CH:3]=[C:4]2[C:9](=[C:10]([C:12]([N:14]([CH3:16])[CH3:15])=[O:13])[CH:11]=1)[N:8]=[CH:7][C:6]([C:17]#[N:18])=[C:5]2[NH:19][C:20]1[CH:25]=[CH:24][C:23]([F:26])=[C:22]([Cl:27])[CH:21]=1.[N:28]1[CH:33]=[CH:32][CH:31]=[C:30]([CH:34]=O)[CH:29]=1.[BH3-]C#N.[Na+]. The catalyst is C1COCC1.CO. The product is [Cl:27][C:22]1[CH:21]=[C:20]([NH:19][C:5]2[C:4]3[C:9](=[C:10]([C:12]([N:14]([CH3:15])[CH3:16])=[O:13])[CH:11]=[C:2]([NH:1][CH2:34][C:30]4[CH:29]=[N:28][CH:33]=[CH:32][CH:31]=4)[CH:3]=3)[N:8]=[CH:7][C:6]=2[C:17]#[N:18])[CH:25]=[CH:24][C:23]=1[F:26]. The yield is 0.0720. (4) The reactants are [H-].[Na+].[CH3:3][C:4]1[C:8]2[CH:9]=[CH:10][CH:11]=[CH:12][C:7]=2[O:6][C:5]=1[CH:13]([NH:15][S@@:16]([C:18]([CH3:21])([CH3:20])[CH3:19])=[O:17])[CH3:14].[CH3:22]I. The catalyst is CN(C=O)C. The product is [CH3:22][N:15]([C@@H:13]([C:5]1[O:6][C:7]2[CH:12]=[CH:11][CH:10]=[CH:9][C:8]=2[C:4]=1[CH3:3])[CH3:14])[S@@:16]([C:18]([CH3:20])([CH3:19])[CH3:21])=[O:17]. The yield is 0.850.